Dataset: NCI-60 drug combinations with 297,098 pairs across 59 cell lines. Task: Regression. Given two drug SMILES strings and cell line genomic features, predict the synergy score measuring deviation from expected non-interaction effect. (1) Drug 1: CC12CCC3C(C1CCC2=O)CC(=C)C4=CC(=O)C=CC34C. Drug 2: C1CN(CCN1C(=O)CCBr)C(=O)CCBr. Cell line: COLO 205. Synergy scores: CSS=10.6, Synergy_ZIP=-3.91, Synergy_Bliss=0.582, Synergy_Loewe=-7.22, Synergy_HSA=-0.402. (2) Drug 1: C1=CC(=CC=C1CCC2=CNC3=C2C(=O)NC(=N3)N)C(=O)NC(CCC(=O)O)C(=O)O. Drug 2: CN(C)C1=NC(=NC(=N1)N(C)C)N(C)C. Cell line: RXF 393. Synergy scores: CSS=10.3, Synergy_ZIP=-2.15, Synergy_Bliss=0.439, Synergy_Loewe=-12.5, Synergy_HSA=-2.42.